This data is from Full USPTO retrosynthesis dataset with 1.9M reactions from patents (1976-2016). The task is: Predict the reactants needed to synthesize the given product. (1) Given the product [NH2:20][C:5]1[C:6]2[C:11](=[CH:10][C:9]([C:12]([N:14]3[CH2:17][C:16]([F:19])([F:18])[CH2:15]3)=[O:13])=[CH:8][CH:7]=2)[C:2]([C:28]2[CH:27]=[C:26]3[C:31](=[CH:30][CH:29]=2)[N:22]([CH3:21])[C:23](=[O:41])[CH2:24][CH2:25]3)=[CH:3][N:4]=1, predict the reactants needed to synthesize it. The reactants are: Cl[C:2]1[C:11]2[C:6](=[CH:7][CH:8]=[C:9]([C:12]([N:14]3[CH2:17][C:16]([F:19])([F:18])[CH2:15]3)=[O:13])[CH:10]=2)[C:5]([NH2:20])=[N:4][CH:3]=1.[CH3:21][N:22]1[C:31]2[C:26](=[CH:27][C:28](B3OC(C)(C)C(C)(C)O3)=[CH:29][CH:30]=2)[CH2:25][CH2:24][C:23]1=[O:41].CC([O-])=O.[K+].CN(C)C=O. (2) Given the product [CH3:1][C:2]1[N:7]=[C:6]2[S:8][C:9]3[CH2:14][CH2:13][CH2:12][CH2:11][C:10]=3[C:5]2=[C:4]([C:15]2[CH:16]=[CH:17][C:18]([CH3:21])=[CH:19][CH:20]=2)[C:3]=1[CH:22]([CH2:41][C:37]#[CH:38])[C:23]([O:25][CH3:26])=[O:24], predict the reactants needed to synthesize it. The reactants are: [CH3:1][C:2]1[N:7]=[C:6]2[S:8][C:9]3[CH2:14][CH2:13][CH2:12][CH2:11][C:10]=3[C:5]2=[C:4]([C:15]2[CH:20]=[CH:19][C:18]([CH3:21])=[CH:17][CH:16]=2)[C:3]=1[CH2:22][C:23]([O:25][CH3:26])=[O:24].[Li+].C[Si]([N-][Si](C)(C)C)(C)C.[CH2:37]1[CH2:41]OC[CH2:38]1.C(Br)C#C. (3) Given the product [Br:19][CH2:11][C:7]1[CH:8]=[CH:9][CH:10]=[C:5]([C:1]([CH3:4])([CH3:3])[CH3:2])[CH:6]=1, predict the reactants needed to synthesize it. The reactants are: [C:1]([C:5]1[CH:6]=[C:7]([CH3:11])[CH:8]=[CH:9][CH:10]=1)([CH3:4])([CH3:3])[CH3:2].C1C(=O)N([Br:19])C(=O)C1. (4) Given the product [CH3:26][O:27][CH2:28][C:29]([NH:25][C:22]1[CH:23]=[CH:24][C:19]2[N:18]=[CH:17][N:16]([C:14]3[CH:13]=[N:12][CH:11]=[C:10]([NH:9][C@H:7]([C:1]4[CH:6]=[CH:5][CH:4]=[CH:3][CH:2]=4)[CH3:8])[N:15]=3)[C:20]=2[CH:21]=1)=[O:30], predict the reactants needed to synthesize it. The reactants are: [C:1]1([C@@H:7]([NH:9][C:10]2[N:15]=[C:14]([N:16]3[C:20]4[CH:21]=[C:22]([NH2:25])[CH:23]=[CH:24][C:19]=4[N:18]=[CH:17]3)[CH:13]=[N:12][CH:11]=2)[CH3:8])[CH:6]=[CH:5][CH:4]=[CH:3][CH:2]=1.[CH3:26][O:27][CH2:28][C:29](Cl)=[O:30]. (5) Given the product [C:19]([NH:18][C:10]1[O:11][C@H:12]([C:14]([F:16])([F:17])[F:15])[CH2:13][C@:8]([C:6]2[CH:7]=[C:2]([CH:3]=[CH:4][C:5]=2[F:29])[C:72]([OH:74])=[O:73])([CH2:27][F:28])[N:9]=1)(=[O:26])[C:20]1[CH:21]=[CH:22][CH:23]=[CH:24][CH:25]=1, predict the reactants needed to synthesize it. The reactants are: Br[C:2]1[CH:3]=[CH:4][C:5]([F:29])=[C:6]([C@:8]2([CH2:27][F:28])[CH2:13][C@@H:12]([C:14]([F:17])([F:16])[F:15])[O:11][C:10]([NH:18][C:19](=[O:26])[C:20]3[CH:25]=[CH:24][CH:23]=[CH:22][CH:21]=3)=[N:9]2)[CH:7]=1.CC1(C)C2C(=C(P(C3C=CC=CC=3)C3C=CC=CC=3)C=CC=2)OC2C(P(C3C=CC=CC=3)C3C=CC=CC=3)=CC=CC1=2.[C:72](=O)([O-:74])[O-:73].[K+].[K+].O. (6) Given the product [N:13]1[CH:12]=[N:11][N:9]2[CH:10]=[C:5]([C:3]([OH:4])=[O:2])[CH:6]=[CH:7][C:8]=12, predict the reactants needed to synthesize it. The reactants are: C[O:2][C:3]([C:5]1[CH:6]=[CH:7][C:8]2[N:9]([N:11]=[CH:12][N:13]=2)[CH:10]=1)=[O:4].[OH-].[K+].Cl.